This data is from Catalyst prediction with 721,799 reactions and 888 catalyst types from USPTO. The task is: Predict which catalyst facilitates the given reaction. (1) Reactant: Cl.[CH3:2][O:3][C:4](=[O:25])[C@H:5]([CH2:7][C:8]1[CH:13]=[CH:12][C:11]([NH:14][C:15]([C:17]2[C:22]([Cl:23])=[CH:21][CH:20]=[CH:19][C:18]=2[Cl:24])=[O:16])=[CH:10][CH:9]=1)[NH2:6].[CH3:26][O:27][CH2:28][CH2:29][C:30]1([C:35](O)=[O:36])[CH2:34][CH2:33][CH2:32][CH2:31]1.CN(C(ON1N=NC2C=CC=CC1=2)=[N+](C)C)C.F[P-](F)(F)(F)(F)F.C(N(C(C)C)CC)(C)C. Product: [CH3:2][O:3][C:4](=[O:25])[C@H:5]([CH2:7][C:8]1[CH:9]=[CH:10][C:11]([NH:14][C:15]([C:17]2[C:22]([Cl:23])=[CH:21][CH:20]=[CH:19][C:18]=2[Cl:24])=[O:16])=[CH:12][CH:13]=1)[NH:6][C:35]([C:30]1([CH2:29][CH2:28][O:27][CH3:26])[CH2:34][CH2:33][CH2:32][CH2:31]1)=[O:36]. The catalyst class is: 39. (2) Reactant: [Cl:1][C:2]1[CH:7]=[CH:6][C:5]([C:8]2[N:12]([CH2:13][CH:14]=[O:15])[C:11](=[O:16])[N:10]([CH2:17][C:18]([NH:20][C:21]([CH3:33])([C:23]3[CH:28]=[CH:27][CH:26]=[C:25]([C:29]([F:32])([F:31])[F:30])[CH:24]=3)[CH3:22])=[O:19])[N:9]=2)=[CH:4][CH:3]=1.[CH:34]1([Mg]Br)[CH2:36][CH2:35]1.[Cl-].[NH4+]. Product: [Cl:1][C:2]1[CH:7]=[CH:6][C:5]([C:8]2[N:12]([CH2:13][CH:14]([CH:34]3[CH2:36][CH2:35]3)[OH:15])[C:11](=[O:16])[N:10]([CH2:17][C:18]([NH:20][C:21]([CH3:33])([C:23]3[CH:28]=[CH:27][CH:26]=[C:25]([C:29]([F:30])([F:31])[F:32])[CH:24]=3)[CH3:22])=[O:19])[N:9]=2)=[CH:4][CH:3]=1. The catalyst class is: 1. (3) Reactant: [NH:1]1[CH2:6][CH2:5][CH2:4][CH:3]([C:7]2[CH:15]=[CH:14][C:13]([C:16]([NH2:18])=[O:17])=[C:12]3[C:8]=2[CH:9]=[CH:10][NH:11]3)[CH2:2]1.C(N(C(C)C)C(C)C)C.[C:28](Cl)(=[O:31])[CH:29]=[CH2:30]. Product: [C:28]([N:1]1[CH2:6][CH2:5][CH2:4][CH:3]([C:7]2[CH:15]=[CH:14][C:13]([C:16]([NH2:18])=[O:17])=[C:12]3[C:8]=2[CH:9]=[CH:10][NH:11]3)[CH2:2]1)(=[O:31])[CH:29]=[CH2:30]. The catalyst class is: 2. (4) Reactant: [CH3:1][O:2][C:3]1[N:4]=[CH:5][C:6]2[C:7](=[CH2:13])[CH2:8][CH2:9][CH2:10][C:11]=2[CH:12]=1.[OH:14]I(C1C=CC=CC=1)OS(C1C=CC(C)=CC=1)(=O)=O. Product: [CH3:1][O:2][C:3]1[N:4]=[CH:5][C:6]2[CH2:13][C:7](=[O:14])[CH2:8][CH2:9][CH2:10][C:11]=2[CH:12]=1. The catalyst class is: 72. (5) Reactant: [CH:1]1([N:5]2[CH2:11][C:10]([F:13])([F:12])[C:9](=[O:14])[N:8]([CH3:15])[C:7]3[CH:16]=[N:17][C:18]([NH:20][C:21]4[CH:29]=[CH:28][C:24]([C:25]([OH:27])=O)=[CH:23][C:22]=4[O:30][CH3:31])=[N:19][C:6]2=3)[CH2:4][CH2:3][CH2:2]1.C(N(CC)CC)C.F[P-](F)(F)(F)(F)F.CN(C(N(C)C)=[N+]1C2C(=NC=CC=2)[N+]([O-])=N1)C.[NH2:63][CH:64]1[CH2:69][CH2:68][N:67]([CH3:70])[CH2:66][CH2:65]1. Product: [CH:1]1([N:5]2[CH2:11][C:10]([F:13])([F:12])[C:9](=[O:14])[N:8]([CH3:15])[C:7]3[CH:16]=[N:17][C:18]([NH:20][C:21]4[CH:29]=[CH:28][C:24]([C:25]([NH:63][CH:64]5[CH2:69][CH2:68][N:67]([CH3:70])[CH2:66][CH2:65]5)=[O:27])=[CH:23][C:22]=4[O:30][CH3:31])=[N:19][C:6]2=3)[CH2:4][CH2:3][CH2:2]1. The catalyst class is: 434. (6) Reactant: [BH4-].[Na+].[Cl:3][C:4]1[CH:36]=[CH:35][C:7]([CH2:8][NH:9][C:10]([C:12]2[C:13](=[O:34])[C:14]3[CH:21]=[C:20]([CH2:22][N:23]([CH3:33])[CH2:24][C:25](=[O:32])[C:26]4[CH:31]=[N:30][CH:29]=[CH:28][N:27]=4)[S:19][C:15]=3[N:16]([CH3:18])[CH:17]=2)=[O:11])=[CH:6][CH:5]=1. Product: [Cl:3][C:4]1[CH:5]=[CH:6][C:7]([CH2:8][NH:9][C:10]([C:12]2[C:13](=[O:34])[C:14]3[CH:21]=[C:20]([CH2:22][N:23]([CH2:24][CH:25]([OH:32])[C:26]4[CH:31]=[N:30][CH:29]=[CH:28][N:27]=4)[CH3:33])[S:19][C:15]=3[N:16]([CH3:18])[CH:17]=2)=[O:11])=[CH:35][CH:36]=1. The catalyst class is: 5. (7) Reactant: [CH2:1]([N:3]1[C:16]2[CH:15]=[CH:14][C:13]([CH:17]=O)=[CH:12][C:11]=2[S:10][C:9]2[C:4]1=[CH:5][CH:6]=[CH:7][CH:8]=2)[CH3:2].[C:19]1([NH:25][NH2:26])[CH:24]=[CH:23][CH:22]=[CH:21][CH:20]=1. Product: [C:19]1([NH:25][N:26]=[CH:17][C:13]2[CH:14]=[CH:15][C:16]3[N:3]([CH2:1][CH3:2])[C:4]4[C:9]([S:10][C:11]=3[CH:12]=2)=[CH:8][CH:7]=[CH:6][CH:5]=4)[CH:24]=[CH:23][CH:22]=[CH:21][CH:20]=1. The catalyst class is: 5. (8) Reactant: [CH3:1][CH:2]1[CH2:7][O:6][CH:5]([C:8]([OH:10])=O)[O:4][CH2:3]1.C1C=CC(P(C2C=CC=CC=2)C2C=CC=CC=2)=CC=1.C1C(=O)N(Cl)C(=O)C1.[CH3:38][O:39][C:40]([C:42]1[S:43][C:44]([C:51]2[CH:56]=[CH:55][CH:54]=[CH:53][CH:52]=2)=[CH:45][C:46]=1[NH:47][CH:48]([CH3:50])[CH3:49])=[O:41]. Product: [CH3:38][O:39][C:40]([C:42]1[S:43][C:44]([C:51]2[CH:52]=[CH:53][CH:54]=[CH:55][CH:56]=2)=[CH:45][C:46]=1[N:47]([CH:48]([CH3:50])[CH3:49])[C:8]([CH:5]1[O:4][CH2:3][CH:2]([CH3:1])[CH2:7][O:6]1)=[O:10])=[O:41]. The catalyst class is: 26. (9) Reactant: [C:1](=[S:11])([S:3][CH2:4][CH2:5][C:6]([F:10])=[C:7]([F:9])[F:8])[NH2:2].Cl.Cl[CH2:14][CH:15]=O. Product: [F:10][C:6](=[C:7]([F:9])[F:8])[CH2:5][CH2:4][S:3][C:1]1[S:11][CH:14]=[CH:15][N:2]=1. The catalyst class is: 12. (10) Reactant: C(OC([NH:8][C:9](=[NH:46])[C:10]1[S:14][C:13]([S:15][CH3:16])=[C:12]([S:17]([C:20]2[CH:21]=[C:22]([C:26]3[C:31]([CH3:32])=[CH:30][CH:29]=[CH:28][C:27]=3[NH:33][C:34](=[O:45])[NH:35][CH2:36][CH2:37][CH2:38][CH2:39][CH2:40][P:41](=[O:44])([OH:43])[OH:42])[CH:23]=[CH:24][CH:25]=2)(=[O:19])=[O:18])[CH:11]=1)=O)(C)(C)C.C[Si](I)(C)C. Product: [C:9]([C:10]1[S:14][C:13]([S:15][CH3:16])=[C:12]([S:17]([C:20]2[CH:21]=[C:22]([C:26]3[C:31]([CH3:32])=[CH:30][CH:29]=[CH:28][C:27]=3[NH:33][C:34](=[O:45])[NH:35][CH2:36][CH2:37][CH2:38][CH2:39][CH2:40][P:41](=[O:42])([OH:43])[OH:44])[CH:23]=[CH:24][CH:25]=2)(=[O:19])=[O:18])[CH:11]=1)(=[NH:8])[NH2:46]. The catalyst class is: 2.